This data is from Catalyst prediction with 721,799 reactions and 888 catalyst types from USPTO. The task is: Predict which catalyst facilitates the given reaction. (1) Reactant: C([Li])CCC.[F:6][C:7]([F:15])([F:14])[CH:8]([OH:13])[C:9]([F:12])(F)[F:10].[CH:16]12[CH2:22][CH:19]([CH:20]=[CH:21]1)[CH2:18][CH:17]2[CH:23]=[O:24].Cl.[O:26]1CCCC1. Product: [CH:16]12[CH2:22][CH:19]([CH:20]=[CH:21]1)[CH2:18][CH:17]2[CH:23]([OH:24])[C:9]([F:12])([F:10])[C:8]([OH:26])([OH:13])[C:7]([F:15])([F:14])[F:6]. The catalyst class is: 81. (2) Reactant: CS(C)=O.C(Cl)(=O)C(Cl)=O.[CH3:11][C:12]1([CH3:44])[O:16][C@:15]([CH2:40][CH2:41][OH:42])([CH2:17][C:18]2[CH:31]=[C:30]([O:32][CH3:33])[C:29]3[C:20](=[C:21]([O:36][CH3:37])[C:22]4[C:27]([C:28]=3[O:34][CH3:35])=[CH:26][CH:25]=[CH:24][CH:23]=4)[C:19]=2[O:38][CH3:39])[C@H:14]([CH3:43])[O:13]1.CCN(CC)CC. Product: [CH3:11][C:12]1([CH3:44])[O:16][C@:15]([CH2:40][CH:41]=[O:42])([CH2:17][C:18]2[CH:31]=[C:30]([O:32][CH3:33])[C:29]3[C:20](=[C:21]([O:36][CH3:37])[C:22]4[C:27]([C:28]=3[O:34][CH3:35])=[CH:26][CH:25]=[CH:24][CH:23]=4)[C:19]=2[O:38][CH3:39])[C@H:14]([CH3:43])[O:13]1. The catalyst class is: 2. (3) Reactant: [NH:1]1[CH2:6][CH2:5][O:4][CH2:3][CH2:2]1.Br[CH2:8][C:9]#[CH:10]. Product: [CH2:10]([N:1]1[CH2:6][CH2:5][O:4][CH2:3][CH2:2]1)[C:9]#[CH:8]. The catalyst class is: 56. (4) Reactant: Cl[C:2]1[N:7]=[C:6]([Cl:8])[N:5]=[CH:4][N:3]=1.CCN(C(C)C)C(C)C.[NH2:18][C:19]1[CH:24]=[CH:23][C:22]([N:25]2[CH2:30][CH2:29][O:28][CH2:27][CH2:26]2)=[CH:21][CH:20]=1. Product: [Cl:8][C:6]1[N:5]=[CH:4][N:3]=[C:2]([NH:18][C:19]2[CH:20]=[CH:21][C:22]([N:25]3[CH2:30][CH2:29][O:28][CH2:27][CH2:26]3)=[CH:23][CH:24]=2)[N:7]=1. The catalyst class is: 3. (5) Reactant: [NH2:1][C@@H:2]([CH3:5])[CH2:3][OH:4].CCN(C(C)C)C(C)C.[Br:15][C:16]1[CH:21]=[CH:20][CH:19]=[CH:18][C:17]=1[S:22](Cl)(=[O:24])=[O:23]. Product: [Br:15][C:16]1[CH:21]=[CH:20][CH:19]=[CH:18][C:17]=1[S:22]([NH:1][C@@H:2]([CH3:5])[CH2:3][OH:4])(=[O:24])=[O:23]. The catalyst class is: 2. (6) Reactant: [Cl:1][C:2]1[C:3]([C:29]2[NH:30][CH2:31][CH2:32][N:33]=2)=[N:4][N:5]([CH:8]2[CH2:12][CH2:11][N:10]([C:13]3[CH:14]=[N:15][N:16]([C:21]4[CH:26]=[CH:25][C:24]([F:27])=[CH:23][CH:22]=4)[C:17]=3[CH:18]([CH3:20])[CH3:19])[C:9]2=[O:28])[C:6]=1[CH3:7].CC(OI1(OC(C)=O)(OC(C)=O)OC(=O)C2C=CC=CC1=2)=O. Product: [Cl:1][C:2]1[C:3]([C:29]2[NH:33][CH:32]=[CH:31][N:30]=2)=[N:4][N:5]([CH:8]2[CH2:12][CH2:11][N:10]([C:13]3[CH:14]=[N:15][N:16]([C:21]4[CH:22]=[CH:23][C:24]([F:27])=[CH:25][CH:26]=4)[C:17]=3[CH:18]([CH3:20])[CH3:19])[C:9]2=[O:28])[C:6]=1[CH3:7]. The catalyst class is: 16.